From a dataset of Forward reaction prediction with 1.9M reactions from USPTO patents (1976-2016). Predict the product of the given reaction. (1) Given the reactants [CH3:1][O:2][C:3]1[CH:12]=[C:11]([CH3:13])[C:10]2[NH:9][C:8](=[O:14])[C:7]3[S:15][CH:16]=[CH:17][C:6]=3[C:5]=2[C:4]=1[C:18]1[CH:23]=[CH:22][C:21]([C@@H:24]([CH2:34][CH3:35])[CH2:25][NH:26]C(=O)OC(C)(C)C)=[CH:20][CH:19]=1.[ClH:36], predict the reaction product. The product is: [ClH:36].[NH2:26][CH2:25][C@@H:24]([C:21]1[CH:20]=[CH:19][C:18]([C:4]2[C:5]3[C:6]4[CH:17]=[CH:16][S:15][C:7]=4[C:8](=[O:14])[NH:9][C:10]=3[C:11]([CH3:13])=[CH:12][C:3]=2[O:2][CH3:1])=[CH:23][CH:22]=1)[CH2:34][CH3:35]. (2) Given the reactants COC(=O)C1C=CC(C([NH:10][C:11]2[CH:16]=[C:15]([F:17])[CH:14]=[C:13]([Br:18])[C:12]=2[CH3:19])=O)=C(F)C=1.[C:24]([C:28]1[CH:36]=[CH:35][C:31]([C:32](Cl)=[O:33])=[CH:30][CH:29]=1)([CH3:27])([CH3:26])[CH3:25], predict the reaction product. The product is: [Br:18][C:13]1[C:12]([CH3:19])=[C:11]([NH:10][C:32](=[O:33])[C:31]2[CH:35]=[CH:36][C:28]([C:24]([CH3:27])([CH3:26])[CH3:25])=[CH:29][CH:30]=2)[CH:16]=[C:15]([F:17])[CH:14]=1. (3) Given the reactants [C:1]([O:5][C:6]([NH:8][C@H:9]([C:35]([O:37][CH3:38])=[O:36])[CH2:10][C:11]1[CH:16]=[CH:15][C:14]([CH:17]=[CH:18][CH2:19][C:20]2[CH:25]=[CH:24][CH:23]=[C:22]([N:26]([C:28]([O:30][C:31]([CH3:34])([CH3:33])[CH3:32])=[O:29])[CH3:27])[N:21]=2)=[CH:13][N:12]=1)=[O:7])([CH3:4])([CH3:3])[CH3:2], predict the reaction product. The product is: [C:1]([O:5][C:6]([NH:8][C@H:9]([C:35]([O:37][CH3:38])=[O:36])[CH2:10][C:11]1[CH:16]=[CH:15][C:14]([CH2:17][CH2:18][CH2:19][C:20]2[CH:25]=[CH:24][CH:23]=[C:22]([N:26]([C:28]([O:30][C:31]([CH3:33])([CH3:32])[CH3:34])=[O:29])[CH3:27])[N:21]=2)=[CH:13][N:12]=1)=[O:7])([CH3:4])([CH3:2])[CH3:3]. (4) Given the reactants Br[CH2:2]/[CH:3]=[CH:4]/[C:5]([OH:7])=O.S(Cl)([Cl:10])=O.[Cl:12][C:13]1[CH:14]=[C:15]([NH:20][C:21]2[C:22]3[C:29]4[CH2:30][CH2:31][NH:32][CH2:33][C:28]=4[S:27][C:23]=3[N:24]=[CH:25][N:26]=2)[CH:16]=[CH:17][C:18]=1[Cl:19].CCN(C(C)C)C(C)C, predict the reaction product. The product is: [Cl:10][CH2:2]/[CH:3]=[CH:4]/[C:5]([N:32]1[CH2:31][CH2:30][C:29]2[C:22]3[C:21]([NH:20][C:15]4[CH:16]=[CH:17][C:18]([Cl:19])=[C:13]([Cl:12])[CH:14]=4)=[N:26][CH:25]=[N:24][C:23]=3[S:27][C:28]=2[CH2:33]1)=[O:7]. (5) Given the reactants [C:1]([O:5][C:6]([N:8]1[C@H:12]([CH2:13][F:14])[C@@H:11]([C:15]2[CH:20]=[CH:19][C:18]([C:21]3[CH:22]=[N:23][C:24]([C:27]#N)=[CH:25][CH:26]=3)=[CH:17][CH:16]=2)[O:10][C:9]1([CH3:30])[CH3:29])=[O:7])([CH3:4])([CH3:3])[CH3:2].[OH-:31].[K+].C[OH:34], predict the reaction product. The product is: [C:1]([O:5][C:6]([N:8]1[C@H:12]([CH2:13][F:14])[C@@H:11]([C:15]2[CH:20]=[CH:19][C:18]([C:21]3[CH:26]=[CH:25][C:24]([C:27]([OH:34])=[O:31])=[N:23][CH:22]=3)=[CH:17][CH:16]=2)[O:10][C:9]1([CH3:30])[CH3:29])=[O:7])([CH3:4])([CH3:2])[CH3:3]. (6) Given the reactants [CH3:1][O:2][C:3]1[CH:8]=[C:7]([Cl:9])[C:6]([O:10][CH3:11])=[CH:5][C:4]=1[C:12](=[O:22])[CH2:13][CH2:14][CH2:15][CH2:16][CH2:17][CH2:18][CH2:19][CH2:20][CH3:21].[Br:23]Br.O, predict the reaction product. The product is: [Br:23][CH:13]([CH2:14][CH2:15][CH2:16][CH2:17][CH2:18][CH2:19][CH2:20][CH3:21])[C:12]([C:4]1[CH:5]=[C:6]([O:10][CH3:11])[C:7]([Cl:9])=[CH:8][C:3]=1[O:2][CH3:1])=[O:22]. (7) Given the reactants Cl.[CH3:2][C:3]([CH3:51])([CH2:49][CH3:50])[CH2:4][C:5]1[N:6]=[C:7]([CH2:29][CH:30]([NH:44][C:45](=[O:48])[O:46][CH3:47])[C:31]2[CH:36]=[CH:35][C:34]([C:37]3[CH:42]=[CH:41][C:40]([F:43])=[CH:39][N:38]=3)=[CH:33][CH:32]=2)[N:8](C(C2C=CC=CC=2)(C2C=CC=CC=2)C2C=CC=CC=2)[CH:9]=1, predict the reaction product. The product is: [CH3:2][C:3]([CH3:51])([CH2:49][CH3:50])[CH2:4][C:5]1[N:6]=[C:7]([CH2:29][CH:30]([NH:44][C:45](=[O:48])[O:46][CH3:47])[C:31]2[CH:32]=[CH:33][C:34]([C:37]3[CH:42]=[CH:41][C:40]([F:43])=[CH:39][N:38]=3)=[CH:35][CH:36]=2)[NH:8][CH:9]=1.